This data is from CYP3A4 inhibition data for predicting drug metabolism from PubChem BioAssay. The task is: Regression/Classification. Given a drug SMILES string, predict its absorption, distribution, metabolism, or excretion properties. Task type varies by dataset: regression for continuous measurements (e.g., permeability, clearance, half-life) or binary classification for categorical outcomes (e.g., BBB penetration, CYP inhibition). Dataset: cyp3a4_veith. (1) The molecule is Cc1ccc(S(=O)(=O)N[C@H]2COC(=O)[C@H](C)COC(=O)C/C=C\[C@H]2C)cc1. The result is 0 (non-inhibitor). (2) The molecule is O=C1CC[C@](CCc2nc3ccccc3[nH]2)(c2ccccc2)C(=O)N1. The result is 0 (non-inhibitor). (3) The drug is COc1ccc(Oc2ncc3nc(-c4cccs4)c(=O)n(Cc4cccs4)c3n2)cc1. The result is 1 (inhibitor). (4) The molecule is CCCCCOCC(O)CCC(=O)NN. The result is 1 (inhibitor).